This data is from Full USPTO retrosynthesis dataset with 1.9M reactions from patents (1976-2016). The task is: Predict the reactants needed to synthesize the given product. (1) Given the product [O:12]=[C:8]1[C:7]2[CH:6]=[CH:5][CH:4]=[C:3]([CH2:2][N:28]3[CH2:27][CH2:26][N:25]([C:23]([O:22][C:18]([CH3:21])([CH3:20])[CH3:19])=[O:24])[CH2:30][CH2:29]3)[C:11]=2[O:10][CH2:9]1, predict the reactants needed to synthesize it. The reactants are: Br[CH2:2][C:3]1[C:11]2[O:10][CH2:9][C:8](=[O:12])[C:7]=2[CH:6]=[CH:5][CH:4]=1.C([O-])(=O)C.[Na+].[C:18]([O:22][C:23]([N:25]1[CH2:30][CH2:29][NH:28][CH2:27][CH2:26]1)=[O:24])([CH3:21])([CH3:20])[CH3:19]. (2) Given the product [OH2:3].[ClH:41].[F:40][C:8]([F:7])([C:29]1([OH:39])[CH2:30][C:31]([CH3:38])([CH3:37])[CH2:32][C:33]([CH3:36])([CH3:35])[CH2:34]1)[C:9]([N:11]1[CH2:15][CH2:14][CH2:13][C@H:12]1[C:16]1[CH:20]=[C:19]([CH2:21][O:22][C:23]2[CH:24]=[N:25][CH:26]=[CH:27][CH:28]=2)[O:18][N:17]=1)=[O:10], predict the reactants needed to synthesize it. The reactants are: CC[O:3]C(C)=O.[F:7][C:8]([F:40])([C:29]1([OH:39])[CH2:34][C:33]([CH3:36])([CH3:35])[CH2:32][C:31]([CH3:38])([CH3:37])[CH2:30]1)[C:9]([N:11]1[CH2:15][CH2:14][CH2:13][C@H:12]1[C:16]1[CH:20]=[C:19]([CH2:21][O:22][C:23]2[CH:24]=[N:25][CH:26]=[CH:27][CH:28]=2)[O:18][N:17]=1)=[O:10].[ClH:41].